Dataset: Reaction yield outcomes from USPTO patents with 853,638 reactions. Task: Predict the reaction yield, written as a fraction of the theoretical maximum amount of product (1.0 means a 100% yield; for example, 0.34 means a 34% yield). (1) The reactants are [F:1][C:2]1([F:16])[CH2:6][N:5]([C:7]([O:9][C:10]([CH3:13])([CH3:12])[CH3:11])=[O:8])[C@@H:4]([CH:14]=O)[CH2:3]1.C1(P(C2C=CC=CC=2)(C2C=CC=CC=2)=[C:24]([CH3:29])[C:25]([O:27][CH3:28])=[O:26])C=CC=CC=1. The catalyst is C(Cl)Cl. The product is [F:1][C:2]1([F:16])[CH2:6][N:5]([C:7]([O:9][C:10]([CH3:13])([CH3:12])[CH3:11])=[O:8])[C@@H:4]([CH:14]=[C:24]([CH3:29])[C:25]([O:27][CH3:28])=[O:26])[CH2:3]1. The yield is 0.560. (2) The reactants are [CH3:1][C:2]1[CH:10]=[CH:9][C:5]([C:6]([OH:8])=O)=[CH:4][C:3]=1[N+:11]([O-:13])=[O:12].C(N(CC)CC)C.ClC(OCC(C)C)=O.[C:29]([NH:32][NH2:33])(=[O:31])[CH3:30]. The product is [C:29]([NH:32][NH:33][C:6](=[O:8])[C:5]1[CH:9]=[CH:10][C:2]([CH3:1])=[C:3]([N+:11]([O-:13])=[O:12])[CH:4]=1)(=[O:31])[CH3:30]. The catalyst is C(OCC)(=O)C.ClCCl. The yield is 0.440.